From a dataset of Full USPTO retrosynthesis dataset with 1.9M reactions from patents (1976-2016). Predict the reactants needed to synthesize the given product. (1) Given the product [C:8]([C:10]1[C:11]([NH:29][CH2:30][C:31]([NH:34][CH2:35][CH2:36][NH:37][C:38](=[O:44])[O:39][C:40]([CH3:41])([CH3:43])[CH3:42])=[O:32])=[N:12][C:13]([NH:16][CH2:17][C:18]2[CH:23]=[CH:22][CH:21]=[CH:20][C:19]=2[O:24][C:25]([F:28])([F:26])[F:27])=[N:14][CH:15]=1)#[N:9], predict the reactants needed to synthesize it. The reactants are: FC(F)(F)C(O)=O.[C:8]([C:10]1[C:11]([NH:29][CH2:30][C:31](O)=[O:32])=[N:12][C:13]([NH:16][CH2:17][C:18]2[CH:23]=[CH:22][CH:21]=[CH:20][C:19]=2[O:24][C:25]([F:28])([F:27])[F:26])=[N:14][CH:15]=1)#[N:9].[NH2:34][CH2:35][CH2:36][NH:37][C:38](=[O:44])[O:39][C:40]([CH3:43])([CH3:42])[CH3:41].C1C=CC2N(O)N=NC=2C=1.CCN=C=NCCCN(C)C. (2) Given the product [NH2:1][C:2]([C:4]1[N:5]=[C:6]([C:26]2[CH:27]=[CH:28][CH:29]=[CH:30][CH:31]=2)[CH:7]=[C:8]2[C:12]([CH:13]3[CH2:14][CH2:15][N:16]([C:19]([O:21][C:22]([CH3:24])([CH3:25])[CH3:23])=[O:20])[CH2:17][CH2:18]3)=[CH:11][NH:10][C:9]=12)=[O:3], predict the reactants needed to synthesize it. The reactants are: [NH2:1][C:2]([C:4]1[N:5]=[C:6]([C:26]2[CH:31]=[CH:30][CH:29]=[CH:28][CH:27]=2)[CH:7]=[C:8]2[C:12]([C:13]3[CH2:14][CH2:15][N:16]([C:19]([O:21][C:22]([CH3:25])([CH3:24])[CH3:23])=[O:20])[CH2:17][CH:18]=3)=[CH:11][NH:10][C:9]=12)=[O:3]. (3) The reactants are: [Cl:1][C:2]1[CH:7]=[CH:6][C:5](/[CH:8]=[CH:9]/[CH2:10][N:11]2[CH2:20][CH2:19][C:14]3(OCC[O:15]3)[CH2:13][CH2:12]2)=[CH:4][CH:3]=1.Cl.[OH-].[Na+]. Given the product [Cl:1][C:2]1[CH:7]=[CH:6][C:5](/[CH:8]=[CH:9]/[CH2:10][N:11]2[CH2:12][CH2:13][C:14](=[O:15])[CH2:19][CH2:20]2)=[CH:4][CH:3]=1, predict the reactants needed to synthesize it. (4) Given the product [C:23]([O:22][CH2:21][C@@H:12]([CH2:11][O:10][S:7]([C:2]1[C:1]([CH3:42])=[CH:6][CH:5]=[CH:4][CH:3]=1)(=[O:9])=[O:8])[CH2:13][CH:14]=[O:15])(=[O:41])[CH2:24][CH2:25][CH2:26][CH2:27][CH2:28][CH2:29][CH2:30][CH2:31][CH2:32][CH2:33][CH2:34][CH2:35][CH2:36][CH2:37][CH2:38][CH2:39][CH3:40], predict the reactants needed to synthesize it. The reactants are: [C:1]1([CH3:42])[C:2]([S:7]([O:10][CH2:11][C@H:12]([CH2:21][O:22][C:23](=[O:41])[CH2:24][CH2:25][CH2:26][CH2:27][CH2:28][CH2:29][CH2:30][CH2:31][CH2:32][CH2:33][CH2:34][CH2:35][CH2:36][CH2:37][CH2:38][CH2:39][CH3:40])[CH2:13][CH:14](OCC)[O:15]CC)(=[O:9])=[O:8])=[CH:3][CH:4]=[CH:5][CH:6]=1.OS(C(F)(F)F)(=O)=O.CCCCCCC. (5) Given the product [CH3:15][O:14][C:12]1[C:11]([C:16]([F:19])([F:18])[F:17])=[CH:10][C:9]2[NH:20][C:21](=[O:37])[CH2:22][C:23]([C:24]3[CH:29]=[CH:28][CH:27]=[C:26]([C:30]4[CH:31]=[N:32][CH:33]=[CH:34][CH:35]=4)[CH:25]=3)=[N:7][C:8]=2[CH:13]=1, predict the reactants needed to synthesize it. The reactants are: C(OC(=O)[NH:7][C:8]1[CH:13]=[C:12]([O:14][CH3:15])[C:11]([C:16]([F:19])([F:18])[F:17])=[CH:10][C:9]=1[NH:20][C:21](=[O:37])[CH2:22][C:23](=O)[C:24]1[CH:29]=[CH:28][CH:27]=[C:26]([C:30]2[CH:31]=[N:32][CH:33]=[CH:34][CH:35]=2)[CH:25]=1)(C)(C)C.C(O)(C(F)(F)F)=O. (6) Given the product [CH3:23][S:20]([C:17]1[CH:18]=[CH:19][C:14]([N:9]2[CH:10]=[CH:11][C:12](=[O:13])[C:7]([C:5]3[N:31]([C:25]4[CH:30]=[CH:29][CH:28]=[CH:27][CH:26]=4)[N:2]=[CH:3][CH:4]=3)=[N:8]2)=[CH:15][CH:16]=1)(=[O:22])=[O:21], predict the reactants needed to synthesize it. The reactants are: C[N:2](C)[CH:3]=[CH:4][C:5]([C:7]1[C:12](=[O:13])[CH:11]=[CH:10][N:9]([C:14]2[CH:19]=[CH:18][C:17]([S:20]([CH3:23])(=[O:22])=[O:21])=[CH:16][CH:15]=2)[N:8]=1)=O.[C:25]1([NH:31]N)[CH:30]=[CH:29][CH:28]=[CH:27][CH:26]=1.